From a dataset of Retrosynthesis with 50K atom-mapped reactions and 10 reaction types from USPTO. Predict the reactants needed to synthesize the given product. (1) Given the product CNC(=O)c1[nH]c2ccc3c(c2c1CCNC(=O)OC(C)(C)C)CCO3, predict the reactants needed to synthesize it. The reactants are: CNC(=O)c1[nH]c2c(Br)cc3c(c2c1CCNC(=O)OC(C)(C)C)CCO3. (2) Given the product N#CC(C#N)=C1C=C(c2ccccc2)P(=O)(c2ccccc2)C(c2ccccc2)=C1, predict the reactants needed to synthesize it. The reactants are: N#CCC#N.O=C1C=C(c2ccccc2)P(=O)(c2ccccc2)C(c2ccccc2)=C1.